This data is from NCI-60 drug combinations with 297,098 pairs across 59 cell lines. The task is: Regression. Given two drug SMILES strings and cell line genomic features, predict the synergy score measuring deviation from expected non-interaction effect. (1) Drug 1: CS(=O)(=O)CCNCC1=CC=C(O1)C2=CC3=C(C=C2)N=CN=C3NC4=CC(=C(C=C4)OCC5=CC(=CC=C5)F)Cl. Drug 2: COC1=C2C(=CC3=C1OC=C3)C=CC(=O)O2. Cell line: KM12. Synergy scores: CSS=-1.85, Synergy_ZIP=-0.238, Synergy_Bliss=-1.57, Synergy_Loewe=-0.800, Synergy_HSA=-1.98. (2) Drug 1: CCC(=C(C1=CC=CC=C1)C2=CC=C(C=C2)OCCN(C)C)C3=CC=CC=C3.C(C(=O)O)C(CC(=O)O)(C(=O)O)O. Drug 2: C1CN1C2=NC(=NC(=N2)N3CC3)N4CC4. Cell line: T-47D. Synergy scores: CSS=22.8, Synergy_ZIP=-4.19, Synergy_Bliss=1.25, Synergy_Loewe=-2.98, Synergy_HSA=1.09. (3) Drug 1: CC12CCC3C(C1CCC2=O)CC(=C)C4=CC(=O)C=CC34C. Drug 2: C1CCC(CC1)NC(=O)N(CCCl)N=O. Cell line: MDA-MB-435. Synergy scores: CSS=16.3, Synergy_ZIP=0.588, Synergy_Bliss=-2.05, Synergy_Loewe=-17.8, Synergy_HSA=-4.25.